This data is from Forward reaction prediction with 1.9M reactions from USPTO patents (1976-2016). The task is: Predict the product of the given reaction. Given the reactants [CH3:1][O:2][C:3]1[CH:15]=[C:14]([O:16][CH3:17])[CH:13]=[CH:12][C:4]=1[CH2:5][NH:6][C:7]1[S:11][N:10]=[CH:9][N:8]=1.[F:18][C:19]1[CH:27]=[C:26]2[C:22]([CH:23]=[N:24][N:25]2[CH2:28][C:29]2[CH:34]=[CH:33][CH:32]=[CH:31][C:30]=2[I:35])=[CH:21][C:20]=1[S:36](Cl)(=[O:38])=[O:37], predict the reaction product. The product is: [CH3:1][O:2][C:3]1[CH:15]=[C:14]([O:16][CH3:17])[CH:13]=[CH:12][C:4]=1[CH2:5][N:6]([C:7]1[S:11][N:10]=[CH:9][N:8]=1)[S:36]([C:20]1[CH:21]=[C:22]2[C:26](=[CH:27][C:19]=1[F:18])[N:25]([CH2:28][C:29]1[CH:34]=[CH:33][CH:32]=[CH:31][C:30]=1[I:35])[N:24]=[CH:23]2)(=[O:37])=[O:38].